This data is from Catalyst prediction with 721,799 reactions and 888 catalyst types from USPTO. The task is: Predict which catalyst facilitates the given reaction. Reactant: [Br:1][C:2]1[N:7]=[C:6]([C:8]2[NH:12][C:11]3[CH:13]=[CH:14][CH:15]=[C:16]([F:17])[C:10]=3[N:9]=2)[C:5]([O:18]C)=[CH:4][CH:3]=1.[Li+].[Cl-]. Product: [Br:1][C:2]1[N:7]=[C:6]([C:8]2[NH:12][C:11]3[CH:13]=[CH:14][CH:15]=[C:16]([F:17])[C:10]=3[N:9]=2)[C:5]([OH:18])=[CH:4][CH:3]=1. The catalyst class is: 3.